From a dataset of Peptide-MHC class II binding affinity with 134,281 pairs from IEDB. Regression. Given a peptide amino acid sequence and an MHC pseudo amino acid sequence, predict their binding affinity value. This is MHC class II binding data. (1) The peptide sequence is LKKYFAATQFEPLAA. The MHC is HLA-DQA10301-DQB10302 with pseudo-sequence HLA-DQA10301-DQB10302. The binding affinity (normalized) is 0.392. (2) The peptide sequence is QRGNFKGQKRIKCF. The MHC is DRB4_0101 with pseudo-sequence DRB4_0103. The binding affinity (normalized) is 0.173. (3) The peptide sequence is GELQIRDKIDAAFKI. The MHC is DRB1_1501 with pseudo-sequence DRB1_1501. The binding affinity (normalized) is 0.524. (4) The peptide sequence is LLESLSSLGAHLDSD. The MHC is DRB1_1501 with pseudo-sequence DRB1_1501. The binding affinity (normalized) is 0.399.